Dataset: NCI-60 drug combinations with 297,098 pairs across 59 cell lines. Task: Regression. Given two drug SMILES strings and cell line genomic features, predict the synergy score measuring deviation from expected non-interaction effect. (1) Synergy scores: CSS=46.1, Synergy_ZIP=-0.166, Synergy_Bliss=-0.603, Synergy_Loewe=-0.950, Synergy_HSA=-0.819. Drug 2: CC1=CC=C(C=C1)C2=CC(=NN2C3=CC=C(C=C3)S(=O)(=O)N)C(F)(F)F. Cell line: 786-0. Drug 1: CC12CCC3C(C1CCC2=O)CC(=C)C4=CC(=O)C=CC34C. (2) Drug 1: C1=CC(=C2C(=C1NCCNCCO)C(=O)C3=C(C=CC(=C3C2=O)O)O)NCCNCCO. Drug 2: COC1=C2C(=CC3=C1OC=C3)C=CC(=O)O2. Cell line: PC-3. Synergy scores: CSS=17.1, Synergy_ZIP=0.370, Synergy_Bliss=-1.52, Synergy_Loewe=-16.1, Synergy_HSA=-1.33. (3) Drug 1: CC1=C(C=C(C=C1)NC2=NC=CC(=N2)N(C)C3=CC4=NN(C(=C4C=C3)C)C)S(=O)(=O)N.Cl. Drug 2: C1=CN(C=N1)CC(O)(P(=O)(O)O)P(=O)(O)O. Cell line: CCRF-CEM. Synergy scores: CSS=5.04, Synergy_ZIP=0.103, Synergy_Bliss=3.15, Synergy_Loewe=2.48, Synergy_HSA=2.53. (4) Drug 1: CC1=C(C(=CC=C1)Cl)NC(=O)C2=CN=C(S2)NC3=CC(=NC(=N3)C)N4CCN(CC4)CCO. Drug 2: CC12CCC3C(C1CCC2O)C(CC4=C3C=CC(=C4)O)CCCCCCCCCS(=O)CCCC(C(F)(F)F)(F)F. Cell line: NCI-H460. Synergy scores: CSS=-2.95, Synergy_ZIP=0.695, Synergy_Bliss=-1.13, Synergy_Loewe=-2.55, Synergy_HSA=-2.76. (5) Drug 1: CC1=C(C=C(C=C1)NC(=O)C2=CC=C(C=C2)CN3CCN(CC3)C)NC4=NC=CC(=N4)C5=CN=CC=C5. Drug 2: B(C(CC(C)C)NC(=O)C(CC1=CC=CC=C1)NC(=O)C2=NC=CN=C2)(O)O. Cell line: SR. Synergy scores: CSS=44.7, Synergy_ZIP=2.48, Synergy_Bliss=6.14, Synergy_Loewe=-43.5, Synergy_HSA=1.69. (6) Drug 1: CC1=C(C(=CC=C1)Cl)NC(=O)C2=CN=C(S2)NC3=CC(=NC(=N3)C)N4CCN(CC4)CCO. Drug 2: C1=NC2=C(N1)C(=S)N=CN2. Cell line: IGROV1. Synergy scores: CSS=-10.4, Synergy_ZIP=18.3, Synergy_Bliss=25.3, Synergy_Loewe=-5.20, Synergy_HSA=-1.36.